Dataset: Forward reaction prediction with 1.9M reactions from USPTO patents (1976-2016). Task: Predict the product of the given reaction. (1) Given the reactants [CH2:1]([NH:3][S:4]([C:7]1[CH:12]=[CH:11][CH:10]=[CH:9][C:8]=1[N+:13]([O-:15])=[O:14])(=[O:6])=[O:5])[CH3:2].[Br:16][CH2:17][CH2:18][CH2:19]Br.[H-].[Na+].C(Cl)Cl, predict the reaction product. The product is: [Br:16][CH2:17][CH2:18][CH2:19][N:3]([CH2:1][CH3:2])[S:4]([C:7]1[CH:12]=[CH:11][CH:10]=[CH:9][C:8]=1[N+:13]([O-:15])=[O:14])(=[O:5])=[O:6]. (2) The product is: [CH3:20][O:21][C:22]1[CH:23]=[C:24]([O:28][CH3:29])[CH:25]=[CH:26][C:27]=1/[N:15]=[N:14]/[C:11]1[CH:12]=[CH:13][C:8]([S:7]([F:16])([F:17])([F:18])([F:19])[F:6])=[CH:9][CH:10]=1. Given the reactants F[B-](F)(F)F.[F:6][S:7]([F:19])([F:18])([F:17])([F:16])[C:8]1[CH:13]=[CH:12][C:11]([N+:14]#[N:15])=[CH:10][CH:9]=1.[CH3:20][O:21][C:22]1[CH:27]=[CH:26][CH:25]=[C:24]([O:28][CH3:29])[CH:23]=1, predict the reaction product. (3) Given the reactants [H-].[Na+].N1C=CN=[CH:4]1.[CH2:8]([NH:15][C:16](=[O:40])[C@@H:17]([CH2:38][OH:39])[NH:18][C:19]([C:32]1[CH:37]=[CH:36][CH:35]=[CH:34][CH:33]=1)([C:26]1[CH:31]=[CH:30][CH:29]=[CH:28][CH:27]=1)[C:20]1[CH:25]=[CH:24][CH:23]=[CH:22][CH:21]=1)[C:9]1[CH:14]=[CH:13][CH:12]=[CH:11][CH:10]=1.CI, predict the reaction product. The product is: [CH2:8]([NH:15][C:16](=[O:40])[C@@H:17]([CH2:38][O:39][CH3:4])[NH:18][C:19]([C:32]1[CH:33]=[CH:34][CH:35]=[CH:36][CH:37]=1)([C:26]1[CH:27]=[CH:28][CH:29]=[CH:30][CH:31]=1)[C:20]1[CH:25]=[CH:24][CH:23]=[CH:22][CH:21]=1)[C:9]1[CH:10]=[CH:11][CH:12]=[CH:13][CH:14]=1. (4) Given the reactants [NH2:1][C:2]1[CH:3]=[C:4]([CH:9]=[C:10]([O:12][C:13]2[CH:22]=[CH:21][C:20]3[CH2:19][CH2:18][C@H:17]([N:23]([C:34]([O:36][C:37]([CH3:40])([CH3:39])[CH3:38])=[O:35])[CH2:24][C@@H:25]([C:27]4[CH:32]=[CH:31][CH:30]=[C:29]([Cl:33])[CH:28]=4)[OH:26])[CH2:16][C:15]=3[CH:14]=2)[CH:11]=1)[C:5]([O:7][CH3:8])=[O:6].N1C=CC=CC=1.[C:47](OC(=O)C)(=[O:49])[CH3:48].O, predict the reaction product. The product is: [C:47]([NH:1][C:2]1[CH:3]=[C:4]([CH:9]=[C:10]([O:12][C:13]2[CH:22]=[CH:21][C:20]3[CH2:19][CH2:18][C@H:17]([N:23]([C:34]([O:36][C:37]([CH3:40])([CH3:39])[CH3:38])=[O:35])[CH2:24][C@@H:25]([C:27]4[CH:32]=[CH:31][CH:30]=[C:29]([Cl:33])[CH:28]=4)[OH:26])[CH2:16][C:15]=3[CH:14]=2)[CH:11]=1)[C:5]([O:7][CH3:8])=[O:6])(=[O:49])[CH3:48].